This data is from Forward reaction prediction with 1.9M reactions from USPTO patents (1976-2016). The task is: Predict the product of the given reaction. (1) Given the reactants [F:1][C:2]1[CH:7]=[C:6]([I:8])[CH:5]=[CH:4][C:3]=1[N:9]1[C:14]2[N:15]([CH3:34])[C:16](=[O:33])[CH:17]=[C:18]([O:19][C:20]3[CH:25]=[CH:24][CH:23]=[C:22]([O:26][C@@H:27]4[CH2:31][CH2:30][O:29][CH2:28]4)[C:21]=3[CH3:32])[C:13]=2[C:12](=[O:35])[N:11]([CH2:36][C:37]2[CH:42]=[CH:41][C:40]([O:43][CH3:44])=[CH:39][CH:38]=2)C1=O.[OH-].[Li+], predict the reaction product. The product is: [F:1][C:2]1[CH:7]=[C:6]([I:8])[CH:5]=[CH:4][C:3]=1[NH:9][C:14]1[N:15]([CH3:34])[C:16](=[O:33])[CH:17]=[C:18]([O:19][C:20]2[CH:25]=[CH:24][CH:23]=[C:22]([O:26][C@@H:27]3[CH2:31][CH2:30][O:29][CH2:28]3)[C:21]=2[CH3:32])[C:13]=1[C:12]([NH:11][CH2:36][C:37]1[CH:38]=[CH:39][C:40]([O:43][CH3:44])=[CH:41][CH:42]=1)=[O:35]. (2) The product is: [NH2:9][C:10]1[C:23]([Br:24])=[CH:22][C:13]2[C:14]([C:17]([O:19][CH2:20][CH3:21])=[O:18])=[C:15]([C:25]3([OH:30])[CH2:29][CH2:28][CH2:27][CH2:26]3)[O:16][C:12]=2[CH:11]=1. Given the reactants [Li+].CC([N-]C(C)C)C.[NH2:9][C:10]1[C:23]([Br:24])=[CH:22][C:13]2[C:14]([C:17]([O:19][CH2:20][CH3:21])=[O:18])=[CH:15][O:16][C:12]=2[CH:11]=1.[C:25]1(=[O:30])[CH2:29][CH2:28][CH2:27][CH2:26]1.[NH4+].[Cl-], predict the reaction product. (3) The product is: [CH3:1][O:2][C:3]1[CH:4]=[C:5]2[C:10](=[CH:11][C:12]=1[O:13][CH3:14])[N:9]=[CH:8][CH:7]=[C:6]2[O:15][C:16]1[CH:22]=[CH:21][C:19]([NH:20][C:27]([NH:35][CH:36]2[CH2:37][C:38]([CH3:45])([CH3:44])[NH:39][C:40]([CH3:43])([CH3:42])[CH2:41]2)=[O:33])=[CH:18][CH:17]=1. Given the reactants [CH3:1][O:2][C:3]1[CH:4]=[C:5]2[C:10](=[CH:11][C:12]=1[O:13][CH3:14])[N:9]=[CH:8][CH:7]=[C:6]2[O:15][C:16]1[CH:22]=[CH:21][C:19]([NH2:20])=[CH:18][CH:17]=1.ClC(Cl)(O[C:27](=[O:33])OC(Cl)(Cl)Cl)Cl.[NH2:35][CH:36]1[CH2:41][C:40]([CH3:43])([CH3:42])[NH:39][C:38]([CH3:45])([CH3:44])[CH2:37]1.C(=O)([O-])O.[Na+], predict the reaction product. (4) Given the reactants [F:1][C:2]1[CH:7]=[C:6]([F:8])[CH:5]=[CH:4][C:3]=1[C:9]1[C:14](=[O:15])[CH:13]=[C:12]([CH3:16])[O:11][C:10]=1[C:17]1[CH:22]=[CH:21][C:20]([S:23]([CH3:26])(=[O:25])=[O:24])=[CH:19][CH:18]=1.[Se](=O)=[O:28], predict the reaction product. The product is: [F:1][C:2]1[CH:7]=[C:6]([F:8])[CH:5]=[CH:4][C:3]=1[C:9]1[C:14](=[O:15])[CH:13]=[C:12]([CH:16]=[O:28])[O:11][C:10]=1[C:17]1[CH:22]=[CH:21][C:20]([S:23]([CH3:26])(=[O:25])=[O:24])=[CH:19][CH:18]=1. (5) The product is: [CH3:35][O:34][C:32](=[O:33])[CH2:31][CH2:30][CH2:29][CH2:28][CH2:27][O:16][C:11]1[CH:10]=[CH:9][C:8]2[C:13](=[CH:14][CH:15]=[C:6]([CH:4]([C:3]([O:2][CH3:1])=[O:17])[CH3:5])[CH:7]=2)[CH:12]=1. Given the reactants [CH3:1][O:2][C:3](=[O:17])[CH:4]([C:6]1[CH:15]=[CH:14][C:13]2[C:8](=[CH:9][CH:10]=[C:11]([OH:16])[CH:12]=2)[CH:7]=1)[CH3:5].C([O-])([O-])=O.[K+].[K+].[I-].[Na+].Br[CH2:27][CH2:28][CH2:29][CH2:30][CH2:31][C:32]([O:34][CH3:35])=[O:33], predict the reaction product. (6) Given the reactants [Cl:1][C:2]1[N:3]=[CH:4][C:5]([CH2:8][OH:9])=[N:6][CH:7]=1, predict the reaction product. The product is: [Cl:1][C:2]1[N:3]=[CH:4][C:5]([CH:8]=[O:9])=[N:6][CH:7]=1. (7) Given the reactants [Cl:1][C:2]1[CH:3]=[C:4]([CH:7]=[C:8]([O:10][C:11]([F:14])([F:13])[F:12])[CH:9]=1)[CH2:5][OH:6].CCN(C(C)C)C(C)C.[CH3:24][S:25](Cl)(=[O:27])=[O:26], predict the reaction product. The product is: [S:25]([O:6][CH2:5][C:4]1[CH:7]=[C:8]([O:10][C:11]([F:12])([F:13])[F:14])[CH:9]=[C:2]([Cl:1])[CH:3]=1)(=[O:27])(=[O:26])[CH3:24]. (8) Given the reactants [NH2:1][C:2]1[C:3]([OH:17])=[C:4]([C:8]2[CH:13]=[CH:12][CH:11]=[C:10]([C:14]([OH:16])=[O:15])[CH:9]=2)[CH:5]=[CH:6][CH:7]=1.[NH2:18]C1C=CC(C2C=CC=C(C(O)=O)C=2)=CC=1O.[CH3:35][C:36]1[CH2:37][C:38](=[O:48])[N:39]([C:41]2[CH:46]=[CH:45][C:44]([CH3:47])=[CH:43][CH:42]=2)[N:40]=1, predict the reaction product. The product is: [CH3:35][C:36]1[C:37](=[N:18][NH:1][C:2]2[C:3]([OH:17])=[C:4]([C:8]3[CH:13]=[CH:12][CH:11]=[C:10]([C:14]([OH:16])=[O:15])[CH:9]=3)[CH:5]=[CH:6][CH:7]=2)[C:38](=[O:48])[N:39]([C:41]2[CH:46]=[CH:45][C:44]([CH3:47])=[CH:43][CH:42]=2)[N:40]=1.